The task is: Binary Classification. Given a T-cell receptor sequence (or CDR3 region) and an epitope sequence, predict whether binding occurs between them.. This data is from TCR-epitope binding with 47,182 pairs between 192 epitopes and 23,139 TCRs. (1) The epitope is HTTDPSFLGRY. The TCR CDR3 sequence is CASSLGTWNEQFF. Result: 1 (the TCR binds to the epitope). (2) The epitope is CINGVCWTV. The TCR CDR3 sequence is CASSLEVAGGNEQFF. Result: 1 (the TCR binds to the epitope). (3) The epitope is IVTDFSVIK. The TCR CDR3 sequence is CASSLGAVHEQYF. Result: 1 (the TCR binds to the epitope). (4) The epitope is FLKEKGGL. The TCR CDR3 sequence is CSVTGGTYEQYF. Result: 0 (the TCR does not bind to the epitope). (5) The epitope is TEKSNIIRGW. The TCR CDR3 sequence is CASSQETSGSYNEQFF. Result: 0 (the TCR does not bind to the epitope). (6) The epitope is GLIYNRMGAVTTEV. The TCR CDR3 sequence is CASSLRDPGRVYAEAFF. Result: 1 (the TCR binds to the epitope). (7) The epitope is VLWAHGFEL. The TCR CDR3 sequence is CASSQSIDVYGYTF. Result: 1 (the TCR binds to the epitope). (8) The epitope is ATVVIGTSK. The TCR CDR3 sequence is CASSLLSLVMNTEAFF. Result: 1 (the TCR binds to the epitope). (9) The epitope is GLCTLVAML. Result: 1 (the TCR binds to the epitope). The TCR CDR3 sequence is CASSLDGTPFYEQYF. (10) The epitope is SEISMDNSPNL. The TCR CDR3 sequence is CASSLYGSGANVLTF. Result: 0 (the TCR does not bind to the epitope).